Task: Predict the reactants needed to synthesize the given product.. Dataset: Full USPTO retrosynthesis dataset with 1.9M reactions from patents (1976-2016) (1) Given the product [C:24]([C:23]1[CH:1]([C:3]2[O:11][C:10]3[CH:9]=[CH:8][N:7]=[C:6]([NH:12][C:13](=[O:20])[C:14]4[CH:15]=[CH:16][CH:17]=[CH:18][CH:19]=4)[C:5]=3[CH:4]=2)[C:39]2[C:40](=[O:41])[O:42][CH2:43][C:44]=2[NH:21][C:22]=1[C:26]1[CH:27]=[CH:28][C:29]([F:32])=[CH:30][CH:31]=1)#[N:25], predict the reactants needed to synthesize it. The reactants are: [CH:1]([C:3]1[O:11][C:10]2[CH:9]=[CH:8][N:7]=[C:6]([NH:12][C:13](=[O:20])[C:14]3[CH:19]=[CH:18][CH:17]=[CH:16][CH:15]=3)[C:5]=2[CH:4]=1)=O.[NH2:21][C:22]([C:26]1[CH:31]=[CH:30][C:29]([F:32])=[CH:28][CH:27]=1)=[CH:23][C:24]#[N:25].[C:40]([O:42][CH2:43][C:44](=O)[CH2:39][C:40]([O:42][CH2:43][CH3:44])=[O:41])(=[O:41])[CH3:39]. (2) Given the product [CH3:6][C:7]1[C:12]([CH:13]=[N:2][OH:3])=[CH:11][CH:10]=[CH:9][N:8]=1, predict the reactants needed to synthesize it. The reactants are: Cl.[NH2:2][OH:3].[OH-].[Na+].[CH3:6][C:7]1[C:12]([CH:13]=O)=[CH:11][CH:10]=[CH:9][N:8]=1.Cl.